From a dataset of Catalyst prediction with 721,799 reactions and 888 catalyst types from USPTO. Predict which catalyst facilitates the given reaction. (1) Reactant: N1C=CC=CC=1.[NH2:7][C:8]1[C:13]2[NH:14][C:15]([C:17]3[C:18](=[O:33])[NH:19][CH:20]=[CH:21][C:22]=3[NH:23][CH2:24][C@@H:25]([OH:32])[C:26]3[CH:31]=[CH:30][CH:29]=[CH:28][CH:27]=3)=[N:16][C:12]=2[CH:11]=[CH:10][CH:9]=1.Cl[C:35]([O:37][C:38]1[CH:43]=[CH:42][C:41]([O:44][CH3:45])=[CH:40][CH:39]=1)=[O:36]. Product: [CH3:45][O:44][C:41]1[CH:42]=[CH:43][C:38]([O:37][C:35](=[O:36])[NH:7][C:8]2[C:13]3[NH:14][C:15]([C:17]4[C:18](=[O:33])[NH:19][CH:20]=[CH:21][C:22]=4[NH:23][CH2:24][C@@H:25]([OH:32])[C:26]4[CH:27]=[CH:28][CH:29]=[CH:30][CH:31]=4)=[N:16][C:12]=3[CH:11]=[CH:10][CH:9]=2)=[CH:39][CH:40]=1. The catalyst class is: 1. (2) Reactant: FC(F)(F)C(O)=O.[Cl:8][C:9]1[CH:14]=[CH:13][C:12]([C:15]2[NH:19][N:18]=[C:17]([C@@H:20]3[CH2:25][CH2:24][NH:23][CH2:22][C@H:21]3[C:26]3[CH:31]=[CH:30][C:29]([F:32])=[CH:28][CH:27]=3)[CH:16]=2)=[CH:11][CH:10]=1.[F:33][C:34]([F:47])([F:46])[O:35][C:36]1[CH:41]=[CH:40][C:39]([S:42](Cl)(=[O:44])=[O:43])=[CH:38][CH:37]=1. Product: [Cl:8][C:9]1[CH:14]=[CH:13][C:12]([C:15]2[NH:19][N:18]=[C:17]([CH:20]3[CH2:25][CH2:24][N:23]([S:42]([C:39]4[CH:38]=[CH:37][C:36]([O:35][C:34]([F:33])([F:46])[F:47])=[CH:41][CH:40]=4)(=[O:44])=[O:43])[CH2:22][CH:21]3[C:26]3[CH:27]=[CH:28][C:29]([F:32])=[CH:30][CH:31]=3)[CH:16]=2)=[CH:11][CH:10]=1. The catalyst class is: 17. (3) Reactant: [Cl:1][C:2]1[N:7]=[C:6]([CH2:8][C:9]([C:11]2[CH:12]=[CH:13][C:14]([F:29])=[C:15]([NH:17][S:18]([C:21]3[C:26]([F:27])=[CH:25][CH:24]=[CH:23][C:22]=3[F:28])(=[O:20])=[O:19])[CH:16]=2)=O)[CH:5]=[CH:4][N:3]=1.C1C(=O)N(Br)C(=O)C1.[N:38]1([C:43](=[S:45])[NH2:44])[CH2:42][CH2:41][CH2:40][CH2:39]1. Product: [Cl:1][C:2]1[N:7]=[C:6]([C:8]2[S:45][C:43]([N:38]3[CH2:42][CH2:41][CH2:40][CH2:39]3)=[N:44][C:9]=2[C:11]2[CH:12]=[CH:13][C:14]([F:29])=[C:15]([NH:17][S:18]([C:21]3[C:26]([F:27])=[CH:25][CH:24]=[CH:23][C:22]=3[F:28])(=[O:20])=[O:19])[CH:16]=2)[CH:5]=[CH:4][N:3]=1. The catalyst class is: 91. (4) Product: [CH2:17]([O:19][C:20](=[O:32])[CH:21]([C:30]#[N:31])[CH:22]([C:23]1[CH:24]=[CH:25][C:26]([Br:29])=[CH:27][CH:28]=1)[C:3]1[CH:4]=[CH:5][C:6]([F:8])=[CH:7][C:2]=1[F:1])[CH3:18]. The catalyst class is: 1. Reactant: [F:1][C:2]1[CH:7]=[C:6]([F:8])[CH:5]=[CH:4][C:3]=1I.[Cl-].[Li+].C([Mg]Cl)(C)C.[CH2:17]([O:19][C:20](=[O:32])[C:21]([C:30]#[N:31])=[CH:22][C:23]1[CH:28]=[CH:27][C:26]([Br:29])=[CH:25][CH:24]=1)[CH3:18].[Cl-].[NH4+]. (5) Reactant: Cl[C:2]1[N:3]=[C:4]([NH:21][C:22]2[CH:30]=[CH:29][CH:28]=[C:27]3[C:23]=2[CH:24]=[N:25][NH:26]3)[C:5]2[CH:10]=[CH:9][N:8]([S:11]([C:14]3[CH:20]=[CH:19][C:17]([CH3:18])=[CH:16][CH:15]=3)(=[O:13])=[O:12])[C:6]=2[N:7]=1.[NH2:31][C:32]1[CH:37]=[CH:36][C:35]([N:38]2[CH2:43][CH2:42][N:41]([C:44](=[O:46])[CH3:45])[CH2:40][CH2:39]2)=[CH:34][CH:33]=1.C[Si](Cl)(C)C. Product: [NH:26]1[C:27]2[C:23](=[C:22]([NH:21][C:4]3[C:5]4[CH:10]=[CH:9][N:8]([S:11]([C:14]5[CH:20]=[CH:19][C:17]([CH3:18])=[CH:16][CH:15]=5)(=[O:13])=[O:12])[C:6]=4[N:7]=[C:2]([NH:31][C:32]4[CH:33]=[CH:34][C:35]([N:38]5[CH2:39][CH2:40][N:41]([C:44](=[O:46])[CH3:45])[CH2:42][CH2:43]5)=[CH:36][CH:37]=4)[N:3]=3)[CH:30]=[CH:29][CH:28]=2)[CH:24]=[N:25]1. The catalyst class is: 51.